Dataset: Reaction yield outcomes from USPTO patents with 853,638 reactions. Task: Predict the reaction yield, written as a fraction of the theoretical maximum amount of product (1.0 means a 100% yield; for example, 0.34 means a 34% yield). (1) The reactants are FC1C=CC=C(OC)C=1OC1C=CC(C)=CC=1[N+]([O-])=O.BrN1C(=O)CCC1=O.C(OO[C:39](=[O:46])C1C=CC=CC=1)(=O)C1C=CC=CC=1.CS([O-])=O.[Na+].[F:52][C:53]1[CH:71]=[CH:70][CH:69]=[C:68]([O:72][CH3:73])[C:54]=1[O:55][C:56]1[CH:62]=[CH:61][C:60]([CH2:63][S:64]([CH3:67])(=[O:66])=[O:65])=[CH:59][C:57]=1[NH2:58].[NH2:74][C:75]1[S:76][CH:77]=[CH:78][N:79]=1. The catalyst is C(Cl)(Cl)(Cl)Cl.C1COCC1. The product is [F:52][C:53]1[CH:71]=[CH:70][CH:69]=[C:68]([O:72][CH3:73])[C:54]=1[O:55][C:56]1[CH:62]=[CH:61][C:60]([CH2:63][S:64]([CH3:67])(=[O:66])=[O:65])=[CH:59][C:57]=1[NH:58][C:39]([NH:74][C:75]1[S:76][CH:77]=[CH:78][N:79]=1)=[O:46]. The yield is 0.610. (2) The reactants are COC([C:5]1[CH:6]=[C:7]([C:11]2[CH:16]=[CH:15][CH:14]=[C:13](OCC3C=CC=CC=3)[CH:12]=2)[CH:8]=[CH:9][CH:10]=1)=O.[CH3:25][O:26][C:27](=[O:36])[CH2:28]C1C=CC=C(Br)C=1.[CH2:37]([O:44]C1C=C(B(O)O)C=CC=1)[C:38]1[CH:43]=[CH:42][CH:41]=[CH:40][CH:39]=1.[OH-].[Ba+2].[OH-]. The catalyst is COCCOC.C1C=CC([P]([Pd]([P](C2C=CC=CC=2)(C2C=CC=CC=2)C2C=CC=CC=2)([P](C2C=CC=CC=2)(C2C=CC=CC=2)C2C=CC=CC=2)[P](C2C=CC=CC=2)(C2C=CC=CC=2)C2C=CC=CC=2)(C2C=CC=CC=2)C2C=CC=CC=2)=CC=1.O. The product is [CH3:25][O:26][C:27](=[O:36])[CH2:28][C:13]1([O:44][CH2:37][C:38]2[CH:39]=[CH:40][CH:41]=[CH:42][CH:43]=2)[CH:14]=[CH:15][CH:16]=[C:11]([C:7]2[CH:8]=[CH:9][CH:10]=[CH:5][CH:6]=2)[CH2:12]1. The yield is 0.490. (3) The product is [CH3:38][N:39]([CH2:51][CH2:52][N:53]1[CH2:58][CH2:57][O:56][CH2:55][CH2:54]1)[C:40](=[O:41])[C:42]1[CH:50]=[CH:49][CH:48]=[C:44]([C:45]([NH:1][C:2]2[CH:25]=[CH:24][C:23]([N:26]3[CH2:31][CH2:30][CH2:29][CH2:28][CH2:27]3)=[CH:22][C:3]=2[C:4](=[O:5])[NH:6][C:7]2[NH:8][N:9]=[C:10]([C:12]3[CH:17]=[CH:16][CH:15]=[C:14]([C:18]([F:21])([F:19])[F:20])[CH:13]=3)[N:11]=2)=[O:46])[CH:43]=1. The yield is 0.100. The catalyst is ClCCl.C(OCC)(=O)C. The reactants are [NH2:1][C:2]1[CH:25]=[CH:24][C:23]([N:26]2[CH2:31][CH2:30][CH2:29][CH2:28][CH2:27]2)=[CH:22][C:3]=1[C:4]([NH:6][C:7]1[NH:8][N:9]=[C:10]([C:12]2[CH:17]=[CH:16][CH:15]=[C:14]([C:18]([F:21])([F:20])[F:19])[CH:13]=2)[N:11]=1)=[O:5].N1C=CC=CC=1.[CH3:38][N:39]([CH2:51][CH2:52][N:53]1[CH2:58][CH2:57][O:56][CH2:55][CH2:54]1)[C:40]([C:42]1[CH:43]=[C:44]([CH:48]=[CH:49][CH:50]=1)[C:45](Cl)=[O:46])=[O:41].